From a dataset of Forward reaction prediction with 1.9M reactions from USPTO patents (1976-2016). Predict the product of the given reaction. (1) Given the reactants [CH3:1][N:2]([CH3:25])[C:3]([C:5]1[N:6]=[C:7]([C:13]2[CH:14]=[N:15][C:16]([NH:19][C:20]([NH:22][CH2:23][CH3:24])=[O:21])=[CH:17][CH:18]=2)[S:8][C:9]=1[C:10]([OH:12])=O)=[O:4].C1C=C[C:29]2N(O)N=[N:32][C:30]=2C=1.CN1CCOCC1.CCN=C=NCCCN(C)C.Cl.C(N)C, predict the reaction product. The product is: [CH2:30]([NH:32][C:10]([C:9]1[S:8][C:7]([C:13]2[CH:14]=[N:15][C:16]([NH:19][C:20]([NH:22][CH2:23][CH3:24])=[O:21])=[CH:17][CH:18]=2)=[N:6][C:5]=1[C:3]([N:2]([CH3:1])[CH3:25])=[O:4])=[O:12])[CH3:29]. (2) Given the reactants [NH2:1][C:2]1[C:7]([C:8]([C:10]2[CH:15]=[C:14]([F:16])[CH:13]=[CH:12][C:11]=2[CH3:17])=[O:9])=[CH:6][N:5]=[C:4](S(CC)=O)[N:3]=1.FC(F)(F)C(O)=O.[CH3:29][S:30]([N:33]1[CH2:38][CH2:37][CH:36]([NH2:39])[CH2:35][CH2:34]1)(=[O:32])=[O:31], predict the reaction product. The product is: [NH2:1][C:2]1[C:7]([C:8]([C:10]2[CH:15]=[C:14]([F:16])[CH:13]=[CH:12][C:11]=2[CH3:17])=[O:9])=[CH:6][N:5]=[C:4]([NH:39][CH:36]2[CH2:37][CH2:38][N:33]([S:30]([CH3:29])(=[O:32])=[O:31])[CH2:34][CH2:35]2)[N:3]=1. (3) Given the reactants [Br:1][C:2]1[CH:7]=[C:6]([N+:8]([O-:10])=[O:9])[C:5]([NH:11]C(=O)C(F)(F)F)=[C:4]([CH3:18])[CH:3]=1.C(=O)([O-])[O-].[K+].[K+].CO, predict the reaction product. The product is: [Br:1][C:2]1[CH:7]=[C:6]([N+:8]([O-:10])=[O:9])[C:5]([NH2:11])=[C:4]([CH3:18])[CH:3]=1. (4) Given the reactants [C:1]([C:9]1[C:10](=[O:20])[N:11]([CH3:19])[C:12](=[O:18])[N:13]([CH3:17])[C:14]=1[CH2:15]Br)(=O)[C:2]1[CH:7]=[CH:6][CH:5]=[CH:4][CH:3]=1.[NH2:21][CH2:22][CH:23]([OH:26])[CH2:24][OH:25], predict the reaction product. The product is: [OH:26][CH:23]([CH2:24][OH:25])[CH2:22][N:21]1[C:1]([C:2]2[CH:7]=[CH:6][CH:5]=[CH:4][CH:3]=2)=[C:9]2[C:14]([N:13]([CH3:17])[C:12](=[O:18])[N:11]([CH3:19])[C:10]2=[O:20])=[CH:15]1. (5) The product is: [OH:1][C:2]1[CH:7]=[CH:6][C:5]([C:8]2[CH:13]=[CH:12][C:11]([CH:14]=[N:18][OH:19])=[C:10]([CH3:16])[CH:9]=2)=[CH:4][CH:3]=1. Given the reactants [OH:1][C:2]1[CH:7]=[CH:6][C:5]([C:8]2[CH:13]=[CH:12][C:11]([CH:14]=O)=[C:10]([CH3:16])[CH:9]=2)=[CH:4][CH:3]=1.Cl.[NH2:18][OH:19].N1C=CC=CC=1, predict the reaction product. (6) Given the reactants [F:1][C:2]([F:27])([F:26])[C:3]1[CH:4]=[C:5]([NH:9][C:10](=[O:25])[CH2:11][C:12]([NH:14][C:15]2[CH:20]=[CH:19][CH:18]=[C:17]([C:21]([F:24])([F:23])[F:22])[CH:16]=2)=[O:13])[CH:6]=[CH:7][CH:8]=1.[Cl:28][C:29]1[CH:36]=[CH:35][C:32]([CH:33]=O)=[CH:31][CH:30]=1, predict the reaction product. The product is: [F:1][C:2]([F:26])([F:27])[C:3]1[CH:4]=[C:5]([NH:9][C:10](=[O:25])[C:11](=[CH:33][C:32]2[CH:35]=[CH:36][C:29]([Cl:28])=[CH:30][CH:31]=2)[C:12]([NH:14][C:15]2[CH:20]=[CH:19][CH:18]=[C:17]([C:21]([F:24])([F:23])[F:22])[CH:16]=2)=[O:13])[CH:6]=[CH:7][CH:8]=1.